Regression. Given two drug SMILES strings and cell line genomic features, predict the synergy score measuring deviation from expected non-interaction effect. From a dataset of NCI-60 drug combinations with 297,098 pairs across 59 cell lines. (1) Drug 1: C1=CC(=C2C(=C1NCCNCCO)C(=O)C3=C(C=CC(=C3C2=O)O)O)NCCNCCO. Drug 2: CN(C)C1=NC(=NC(=N1)N(C)C)N(C)C. Cell line: SN12C. Synergy scores: CSS=46.7, Synergy_ZIP=3.32, Synergy_Bliss=2.71, Synergy_Loewe=-39.3, Synergy_HSA=2.24. (2) Drug 1: CN(CC1=CN=C2C(=N1)C(=NC(=N2)N)N)C3=CC=C(C=C3)C(=O)NC(CCC(=O)O)C(=O)O. Synergy scores: CSS=45.4, Synergy_ZIP=0.239, Synergy_Bliss=-0.679, Synergy_Loewe=-11.9, Synergy_HSA=-0.274. Drug 2: CC(C)CN1C=NC2=C1C3=CC=CC=C3N=C2N. Cell line: COLO 205. (3) Drug 1: C1=C(C(=O)NC(=O)N1)N(CCCl)CCCl. Drug 2: C1C(C(OC1N2C=NC3=C2NC=NCC3O)CO)O. Cell line: SK-MEL-28. Synergy scores: CSS=3.27, Synergy_ZIP=-2.94, Synergy_Bliss=-0.141, Synergy_Loewe=-6.20, Synergy_HSA=-0.624. (4) Drug 1: C1CCC(CC1)NC(=O)N(CCCl)N=O. Drug 2: CS(=O)(=O)OCCCCOS(=O)(=O)C. Cell line: MDA-MB-231. Synergy scores: CSS=14.1, Synergy_ZIP=-6.48, Synergy_Bliss=-6.33, Synergy_Loewe=-8.23, Synergy_HSA=-5.59. (5) Drug 1: C1=CC(=C2C(=C1NCCNCCO)C(=O)C3=C(C=CC(=C3C2=O)O)O)NCCNCCO. Drug 2: CC1=C(C(CCC1)(C)C)C=CC(=CC=CC(=CC(=O)O)C)C. Cell line: HCC-2998. Synergy scores: CSS=19.5, Synergy_ZIP=-4.29, Synergy_Bliss=-6.64, Synergy_Loewe=-28.6, Synergy_HSA=-7.47.